Dataset: Full USPTO retrosynthesis dataset with 1.9M reactions from patents (1976-2016). Task: Predict the reactants needed to synthesize the given product. (1) Given the product [CH3:1][O:2][C:3](=[O:22])[C:4]([NH2:18])([CH3:21])[CH2:5][C:6]1[C:14]2[C:9](=[CH:10][CH:11]=[C:12]([O:15][CH2:16][CH3:17])[CH:13]=2)[NH:8][CH:7]=1, predict the reactants needed to synthesize it. The reactants are: [CH3:1][O:2][C:3](=[O:22])[C:4]([CH3:21])([N+:18]([O-])=O)[CH2:5][C:6]1[C:14]2[C:9](=[CH:10][CH:11]=[C:12]([O:15][CH2:16][CH3:17])[CH:13]=2)[NH:8][CH:7]=1. (2) Given the product [F:46][C:44]([F:45])([F:47])[C:42]1[CH:41]=[C:7]([CH:6]=[C:5]([C:4]([F:49])([F:48])[F:3])[CH:43]=1)[CH2:8][N:9]([C:31]1[N:32]=[N:33][N:34]([CH2:36][CH2:37][OH:38])[N:35]=1)[C@@H:10]1[C:19]2[C:14](=[CH:15][CH:16]=[C:17]([C:20]([F:21])([F:22])[F:23])[CH:18]=2)[N:13]([C:24]([O:26][CH2:27][CH3:28])=[O:25])[C@H:12]([CH2:29][CH3:30])[CH2:11]1, predict the reactants needed to synthesize it. The reactants are: [Li+].[BH4-].[F:3][C:4]([F:49])([F:48])[C:5]1[CH:6]=[C:7]([CH:41]=[C:42]([C:44]([F:47])([F:46])[F:45])[CH:43]=1)[CH2:8][N:9]([C:31]1[N:32]=[N:33][N:34]([CH2:36][C:37](OC)=[O:38])[N:35]=1)[C@@H:10]1[C:19]2[C:14](=[CH:15][CH:16]=[C:17]([C:20]([F:23])([F:22])[F:21])[CH:18]=2)[N:13]([C:24]([O:26][CH2:27][CH3:28])=[O:25])[C@H:12]([CH2:29][CH3:30])[CH2:11]1. (3) Given the product [CH:1]([S:4]([C:7]1[C:8]([C@H:13]2[C@H:17]([C:18]([O:20][CH2:21][CH3:22])=[O:19])[CH2:16][CH2:15][NH:14]2)=[N:9][CH:10]=[CH:11][CH:12]=1)(=[O:5])=[O:6])([CH3:3])[CH3:2], predict the reactants needed to synthesize it. The reactants are: [CH:1]([S:4]([C:7]1[C:8]([C@H:13]2[C@H:17]([C:18]([O:20][CH2:21][CH3:22])=[O:19])[CH2:16][CH2:15][N:14]2C(OC(C)(C)C)=O)=[N:9][CH:10]=[CH:11][CH:12]=1)(=[O:6])=[O:5])([CH3:3])[CH3:2].Cl.O1CCOCC1.